Dataset: Full USPTO retrosynthesis dataset with 1.9M reactions from patents (1976-2016). Task: Predict the reactants needed to synthesize the given product. (1) Given the product [C:1]1([CH2:7][CH2:8][O:9][CH2:10][CH2:11][CH2:12][N:14]2[CH2:15][CH:16]([CH2:18][OH:19])[CH2:17]2)[CH:2]=[CH:3][CH:4]=[CH:5][CH:6]=1, predict the reactants needed to synthesize it. The reactants are: [C:1]1([CH2:7][CH2:8][O:9][CH2:10][CH2:11][C:12]([N:14]2[CH2:17][CH:16]([CH2:18][OH:19])[CH2:15]2)=O)[CH:6]=[CH:5][CH:4]=[CH:3][CH:2]=1.CO. (2) Given the product [C:1]([C:5]1[CH:10]=[CH:9][CH:8]=[CH:7][C:6]=1[N:11]1[CH2:16][CH2:15][N:14]([C:17]([C:19]2[CH:36]=[CH:35][C:22]3[NH:23][C:24]([S:26][CH2:27][C:28]([OH:30])=[O:29])=[N:25][C:21]=3[CH:20]=2)=[O:18])[CH2:13][CH2:12]1)([CH3:4])([CH3:2])[CH3:3], predict the reactants needed to synthesize it. The reactants are: [C:1]([C:5]1[CH:10]=[CH:9][CH:8]=[CH:7][C:6]=1[N:11]1[CH2:16][CH2:15][N:14]([C:17]([C:19]2[CH:36]=[CH:35][C:22]3[NH:23][C:24]([S:26][CH2:27][C:28]([O:30]C(C)(C)C)=[O:29])=[N:25][C:21]=3[CH:20]=2)=[O:18])[CH2:13][CH2:12]1)([CH3:4])([CH3:3])[CH3:2].FC(F)(F)C(O)=O. (3) The reactants are: [CH2:1]([NH2:8])[C:2]1[CH:7]=[CH:6][CH:5]=[CH:4][CH:3]=1.C(=O)([O-])[O-].[Ca+2]. Given the product [CH2:1]([NH:8][CH2:4][CH2:3][CH2:2][C:1]#[N:8])[C:2]1[CH:7]=[CH:6][CH:5]=[CH:4][CH:3]=1, predict the reactants needed to synthesize it. (4) Given the product [Br:11][C:2]1[C:1](=[O:10])[C:9]2[C:4]([CH:3]=1)=[CH:5][CH:6]=[CH:7][CH:8]=2, predict the reactants needed to synthesize it. The reactants are: [C:1]1(=[O:10])[C:9]2[C:4](=[CH:5][CH:6]=[CH:7][CH:8]=2)[CH:3]=[CH:2]1.[Br:11]N1C(=O)CCC1=O.N(C(C)(C)C#N)=NC(C)(C)C#N. (5) The reactants are: [Cl:1][C:2]1[N:3]=[C:4]([C:10]2[CH:11]=[N:12][CH:13]=[CH:14][CH:15]=2)[S:5][C:6]=1[CH:7]([OH:9])[CH3:8].[Cr](Cl)([O-])(=O)=O.[NH+]1C=CC=CC=1. Given the product [Cl:1][C:2]1[N:3]=[C:4]([C:10]2[CH:11]=[N:12][CH:13]=[CH:14][CH:15]=2)[S:5][C:6]=1[C:7](=[O:9])[CH3:8], predict the reactants needed to synthesize it. (6) Given the product [ClH:1].[Cl:21][C:18]1[CH:19]=[CH:20][C:15]([C:13]2[S:14][C:10]([CH:5]([CH2:4][C:3]3[N:37]=[C:36]([CH2:35][CH2:34][CH2:33][C:24]4[CH:25]=[CH:26][C:27]5[CH2:28][CH2:29][CH2:30][NH:31][C:32]=5[N:23]=4)[S:38][CH:2]=3)[CH2:6][C:7]([O:9][CH2:40][CH3:41])=[O:8])=[CH:11][N:12]=2)=[CH:16][CH:17]=1, predict the reactants needed to synthesize it. The reactants are: [Cl:1][CH2:2][C:3](=O)[CH2:4][CH:5]([C:10]1[S:14][C:13]([C:15]2[CH:20]=[CH:19][C:18]([Cl:21])=[CH:17][CH:16]=2)=[N:12][CH:11]=1)[CH2:6][C:7]([O-:9])=[O:8].[N:23]1[C:32]2[NH:31][CH2:30][CH2:29][CH2:28][C:27]=2[CH:26]=[CH:25][C:24]=1[CH2:33][CH2:34][CH2:35][C:36](=[S:38])[NH2:37].O1CCO[CH2:41][CH2:40]1. (7) The reactants are: C(OC([NH:8][CH2:9][C:10]([O:12][CH:13]1[CH2:17][CH2:16][CH:15]([N:18]2[C:22]3[N:23]=[CH:24][N:25]=[C:26]([NH2:27])[C:21]=3[C:20]([C:28]3[CH:33]=[CH:32][C:31]([O:34][C:35]4[CH:40]=[CH:39][CH:38]=[CH:37][CH:36]=4)=[CH:30][CH:29]=3)=[CH:19]2)[CH2:14]1)=[O:11])=O)(C)(C)C.[ClH:41]. Given the product [ClH:41].[NH2:8][CH2:9][C:10]([O:12][CH:13]1[CH2:17][CH2:16][CH:15]([N:18]2[C:22]3[N:23]=[CH:24][N:25]=[C:26]([NH2:27])[C:21]=3[C:20]([C:28]3[CH:33]=[CH:32][C:31]([O:34][C:35]4[CH:40]=[CH:39][CH:38]=[CH:37][CH:36]=4)=[CH:30][CH:29]=3)=[CH:19]2)[CH2:14]1)=[O:11], predict the reactants needed to synthesize it. (8) Given the product [CH2:9]([O:8][C:5]1[C:4]([NH:11][S:12]([C:15]2[CH:20]=[CH:19][C:18]([OH:21])=[CH:17][CH:16]=2)(=[O:14])=[O:13])=[CH:3][C:2]([B:22]2[O:26][C:25]([CH3:28])([CH3:27])[C:24]([CH3:30])([CH3:29])[O:23]2)=[CH:7][N:6]=1)[CH3:10], predict the reactants needed to synthesize it. The reactants are: Br[C:2]1[CH:3]=[C:4]([NH:11][S:12]([C:15]2[CH:20]=[CH:19][C:18]([OH:21])=[CH:17][CH:16]=2)(=[O:14])=[O:13])[C:5]([O:8][CH2:9][CH3:10])=[N:6][CH:7]=1.[B:22]1([B:22]2[O:26][C:25]([CH3:28])([CH3:27])[C:24]([CH3:30])([CH3:29])[O:23]2)[O:26][C:25]([CH3:28])([CH3:27])[C:24]([CH3:30])([CH3:29])[O:23]1.C([O-])(=O)C.[K+]. (9) Given the product [Cl:1][C:2]1[C:3]([S:24]([N:27]([CH2:37][C:38]2[CH:39]=[CH:40][C:41]([O:44][CH3:45])=[CH:42][CH:43]=2)[CH2:28][C:29]2[CH:34]=[CH:33][C:32]([O:35][CH3:36])=[CH:31][CH:30]=2)(=[O:26])=[O:25])=[N:4][CH:5]=[C:6]([C:9]([N:11]2[CH2:16][CH2:15][CH:14]([C:17]3[CH:18]=[CH:19][C:20]([F:23])=[CH:21][CH:22]=3)[CH2:13][CH2:12]2)=[O:10])[C:7]=1[NH:49][C:48]1[CH:50]=[C:51]([F:54])[CH:52]=[CH:53][C:47]=1[Cl:46], predict the reactants needed to synthesize it. The reactants are: [Cl:1][C:2]1[C:3]([S:24]([N:27]([CH2:37][C:38]2[CH:43]=[CH:42][C:41]([O:44][CH3:45])=[CH:40][CH:39]=2)[CH2:28][C:29]2[CH:34]=[CH:33][C:32]([O:35][CH3:36])=[CH:31][CH:30]=2)(=[O:26])=[O:25])=[N:4][CH:5]=[C:6]([C:9]([N:11]2[CH2:16][CH2:15][CH:14]([C:17]3[CH:22]=[CH:21][C:20]([F:23])=[CH:19][CH:18]=3)[CH2:13][CH2:12]2)=[O:10])[C:7]=1Cl.[Cl:46][C:47]1[CH:53]=[CH:52][C:51]([F:54])=[CH:50][C:48]=1[NH2:49].